This data is from M1 muscarinic receptor agonist screen with 61,833 compounds. The task is: Binary Classification. Given a drug SMILES string, predict its activity (active/inactive) in a high-throughput screening assay against a specified biological target. (1) The drug is O(C(CC)C(=O)Nc1ccc(cc1)c1oc(nn1)c1occc1)c1ccccc1. The result is 0 (inactive). (2) The drug is S(C1CCCCC1)CCCNC(=O)C1CCN(CC1)C(=O)c1n(c2c(scc2)c1)CC. The result is 1 (active). (3) The compound is Clc1ccc(S(=O)(=O)N(CC(=O)N2CCN(CC2)C)CC)cc1. The result is 0 (inactive).